The task is: Predict the reactants needed to synthesize the given product.. This data is from Full USPTO retrosynthesis dataset with 1.9M reactions from patents (1976-2016). (1) Given the product [NH2:1][C:2]1[N:7]=[C:6]([CH:8]([NH:18][C:19](=[O:31])[CH2:20][C:21]2[C:29]3[C:24](=[CH:25][CH:26]=[C:27]([F:30])[CH:28]=3)[NH:23][CH:22]=2)[CH2:9][C:10]2[CH:11]=[C:12]([F:17])[CH:13]=[C:14]([F:16])[CH:15]=2)[C:5]([C:32]2[CH:33]=[CH:34][CH:35]=[C:36]([O:72][CH2:76][C:75]([F:87])([F:86])[F:74])[CH:40]=2)=[CH:4][CH:3]=1, predict the reactants needed to synthesize it. The reactants are: [NH2:1][C:2]1[N:7]=[C:6]([C@@H:8]([NH:18][C:19](=[O:31])[CH2:20][C:21]2[C:29]3[C:24](=[CH:25][CH:26]=[C:27]([F:30])[CH:28]=3)[NH:23][CH:22]=2)[CH2:9][C:10]2[CH:15]=[C:14]([F:16])[CH:13]=[C:12]([F:17])[CH:11]=2)[C:5]([C:32]2[CH:33]=[CH:34][C:35](F)=[C:36]([CH:40]=2)C(N)=O)=[CH:4][CH:3]=1.NC1N=C(C(NC(=[O:72])CC2C3C(=CC=C(F)C=3)NC=2)CC2C=C(F)C=C(F)C=2)C(Br)=CC=1.[F:74][C:75]([F:87])([F:86])[CH2:76]C1C=C(B(O)O)C=CC=1. (2) Given the product [CH3:15][O:14][C:12](=[O:13])[C:11]1[CH:16]=[CH:17][CH:18]=[C:9]([CH2:8][O:26][C:23]2[CH:24]=[CH:25][C:20]([I:19])=[CH:21][CH:22]=2)[CH:10]=1, predict the reactants needed to synthesize it. The reactants are: C(=O)([O-])[O-].[K+].[K+].Br[CH2:8][C:9]1[CH:10]=[C:11]([CH:16]=[CH:17][CH:18]=1)[C:12]([O:14][CH3:15])=[O:13].[I:19][C:20]1[CH:25]=[CH:24][C:23]([OH:26])=[CH:22][CH:21]=1. (3) Given the product [C:1]([C:6]([OH:13])([C:5]([F:18])([F:4])[C:14]([F:15])([F:16])[F:17])[CH2:7][C:8]([O:10][CH2:11][CH3:12])=[O:9])#[N:2], predict the reactants needed to synthesize it. The reactants are: [C-:1]#[N:2].[K+].[F:4][C:5]([F:18])([C:14]([F:17])([F:16])[F:15])[C:6](=[O:13])[CH2:7][C:8]([O:10][CH2:11][CH3:12])=[O:9].S(=O)(=O)(O)O. (4) Given the product [CH3:18][C:19]1[CH:20]=[CH:21][C:22]([N:28]2[N:32]=[CH:31][CH:30]=[N:29]2)=[C:23]([CH:27]=1)[C:24]([NH:17][CH2:16][CH2:15][C:13]1[CH:14]=[N:10][NH:11][CH:12]=1)=[O:25], predict the reactants needed to synthesize it. The reactants are: CCN(CC)CC.Cl.Cl.[NH:10]1[CH:14]=[C:13]([CH2:15][CH2:16][NH2:17])[CH:12]=[N:11]1.[CH3:18][C:19]1[CH:20]=[CH:21][C:22]([N:28]2[N:32]=[CH:31][CH:30]=[N:29]2)=[C:23]([CH:27]=1)[C:24](O)=[O:25].C1C=CC2N(O)N=NC=2C=1.O.CCN=C=NCCCN(C)C.Cl.C([O-])(O)=O.[Na+]. (5) Given the product [CH2:11]([O:18][C:19]([C:21]1([C:52]([N:55]2[CH2:60][CH2:59][O:58][CH2:57][CH2:56]2)=[O:54])[CH2:22][CH2:23][N:24]([CH2:27][C:28]2[CH:29]=[CH:30][C:31]([C:34]3[N:38]=[C:37]([C:39]4[CH:44]=[CH:43][C:42]([C:45]5[CH:50]=[CH:49][CH:48]=[CH:47][CH:46]=5)=[C:41]([F:51])[CH:40]=4)[O:36][N:35]=3)=[CH:32][CH:33]=2)[CH2:25][CH2:26]1)=[O:20])[C:12]1[CH:17]=[CH:16][CH:15]=[CH:14][CH:13]=1, predict the reactants needed to synthesize it. The reactants are: ON1C2C=CC=CC=2N=N1.[CH2:11]([O:18][C:19]([C:21]1([C:52]([OH:54])=O)[CH2:26][CH2:25][N:24]([CH2:27][C:28]2[CH:33]=[CH:32][C:31]([C:34]3[N:38]=[C:37]([C:39]4[CH:44]=[CH:43][C:42]([C:45]5[CH:50]=[CH:49][CH:48]=[CH:47][CH:46]=5)=[C:41]([F:51])[CH:40]=4)[O:36][N:35]=3)=[CH:30][CH:29]=2)[CH2:23][CH2:22]1)=[O:20])[C:12]1[CH:17]=[CH:16][CH:15]=[CH:14][CH:13]=1.[NH:55]1[CH2:60][CH2:59][O:58][CH2:57][CH2:56]1.Cl.CN(C)CCCN=C=NCC. (6) Given the product [Cl:1][C:2]1[CH:29]=[CH:28][CH:27]=[C:26]([Cl:30])[C:3]=1[C:4]([NH:6][C@H:7]([C:22]([OH:24])=[O:23])[CH2:8][C:9]1[CH:14]=[CH:13][C:12]([O:15][CH:16]2[CH2:21][CH2:20][N:19]([S:32]([CH3:31])(=[O:34])=[O:33])[CH2:18][CH2:17]2)=[CH:11][CH:10]=1)=[O:5], predict the reactants needed to synthesize it. The reactants are: [Cl:1][C:2]1[CH:29]=[CH:28][CH:27]=[C:26]([Cl:30])[C:3]=1[C:4]([NH:6][C@H:7]([C:22]([O:24]C)=[O:23])[CH2:8][C:9]1[CH:14]=[CH:13][C:12]([O:15][CH:16]2[CH2:21][CH2:20][NH:19][CH2:18][CH2:17]2)=[CH:11][CH:10]=1)=[O:5].[CH3:31][S:32](Cl)(=[O:34])=[O:33]. (7) Given the product [CH:1]1[CH:2]=[CH:3][C:4]2[C:5](=[CH:7][C:8]([C:27]([OH:29])=[O:28])=[C:9]([OH:26])[C:10]=2[CH2:11][C:12]2[C:13]([OH:25])=[C:14]([C:22]([OH:24])=[O:23])[CH:15]=[C:16]3[C:21]=2[CH:20]=[CH:19][CH:18]=[CH:17]3)[CH:6]=1, predict the reactants needed to synthesize it. The reactants are: [CH:1]1[CH:6]=[C:5]2[CH:7]=[C:8]([C:27]([OH:29])=[O:28])[C:9]([O-:26])=[C:10]([CH2:11][C:12]3[C:21]4[C:16](=[CH:17][CH:18]=[CH:19][CH:20]=4)[CH:15]=[C:14]([C:22]([OH:24])=[O:23])[C:13]=3[O-:25])[C:4]2=[CH:3][CH:2]=1.[Na+].[Na+].C[C@@H]([C@@H]1[C@@]2(C)[C@@H](O)C[C@@H]3[C@@]4(C)CC[C@@H](O)C[C@H]4C[C@@H](O)[C@H]3[C@@H]2CC1)CCC(O)=O. (8) Given the product [ClH:39].[ClH:39].[NH2:11][CH2:10][CH2:9][N:8]([CH2:1][C:2]1[CH:3]=[CH:4][CH:5]=[CH:6][CH:7]=1)[CH2:19][CH:20]([OH:38])[CH2:21][O:22][C:23]1[CH:28]=[CH:27][C:26]([O:29][CH2:30][CH2:31][O:32][CH:33]2[CH2:37][CH2:36][CH2:35][CH2:34]2)=[CH:25][CH:24]=1, predict the reactants needed to synthesize it. The reactants are: [CH2:1]([N:8]([CH2:19][CH:20]([OH:38])[CH2:21][O:22][C:23]1[CH:28]=[CH:27][C:26]([O:29][CH2:30][CH2:31][O:32][CH:33]2[CH2:37][CH2:36][CH2:35][CH2:34]2)=[CH:25][CH:24]=1)[CH2:9][CH2:10][NH:11]C(=O)OC(C)(C)C)[C:2]1[CH:7]=[CH:6][CH:5]=[CH:4][CH:3]=1.[ClH:39].O1CCOCC1. (9) Given the product [Cl:18][C:19]1[C:28]([NH:29][S:14]([C:5]2[CH:6]=[CH:7][C:8]([C:10]([F:13])([F:12])[F:11])=[CH:9][C:4]=2[N+:1]([O-:3])=[O:2])(=[O:16])=[O:15])=[C:27]2[C:22]([C:23]([O:30][CH3:31])=[CH:24][CH:25]=[N:26]2)=[CH:21][CH:20]=1, predict the reactants needed to synthesize it. The reactants are: [N+:1]([C:4]1[CH:9]=[C:8]([C:10]([F:13])([F:12])[F:11])[CH:7]=[CH:6][C:5]=1[S:14](Cl)(=[O:16])=[O:15])([O-:3])=[O:2].[Cl:18][C:19]1[C:28]([NH2:29])=[C:27]2[C:22]([C:23]([O:30][CH3:31])=[CH:24][CH:25]=[N:26]2)=[CH:21][CH:20]=1.